This data is from Catalyst prediction with 721,799 reactions and 888 catalyst types from USPTO. The task is: Predict which catalyst facilitates the given reaction. Reactant: [CH2:1]([N:8]1[C:17](=[O:18])[C:16]2[C:11](=[CH:12][C:13]([Cl:19])=[CH:14][CH:15]=2)[N:10]=[C:9]1[CH:20]([NH:24][CH2:25][C:26](=[O:40])[CH2:27][CH2:28][N:29]1[C:37](=[O:38])[C:36]2[C:31](=[CH:32][CH:33]=[CH:34][CH:35]=2)[C:30]1=[O:39])[CH:21]([CH3:23])[CH3:22])[C:2]1[CH:7]=[CH:6][CH:5]=[CH:4][CH:3]=1.C(N(CC)CC)C.[C:48]1([CH3:57])[CH:53]=[CH:52][C:51]([C:54](Cl)=[O:55])=[CH:50][CH:49]=1. Product: [CH2:1]([N:8]1[C:17](=[O:18])[C:16]2[C:11](=[CH:12][C:13]([Cl:19])=[CH:14][CH:15]=2)[N:10]=[C:9]1[CH:20]([N:24]([CH2:25][C:26](=[O:40])[CH2:27][CH2:28][N:29]1[C:37](=[O:38])[C:36]2[C:31](=[CH:32][CH:33]=[CH:34][CH:35]=2)[C:30]1=[O:39])[C:54](=[O:55])[C:51]1[CH:52]=[CH:53][C:48]([CH3:57])=[CH:49][CH:50]=1)[CH:21]([CH3:23])[CH3:22])[C:2]1[CH:3]=[CH:4][CH:5]=[CH:6][CH:7]=1. The catalyst class is: 2.